Dataset: Forward reaction prediction with 1.9M reactions from USPTO patents (1976-2016). Task: Predict the product of the given reaction. Given the reactants [NH2:1][CH2:2][C@H:3]1[N:8]([CH2:9][C:10]2[CH:15]=[CH:14][CH:13]=[CH:12][CH:11]=2)[CH2:7][CH2:6][N:5]([C:16]([O:18][C:19]([CH3:22])([CH3:21])[CH3:20])=[O:17])[CH2:4]1.[C:23](O)(=[O:30])[C:24]1[CH:29]=[CH:28][CH:27]=[CH:26][CH:25]=1.C(Cl)CCl.CCN(C(C)C)C(C)C, predict the reaction product. The product is: [C:23]([NH:1][CH2:2][C@H:3]1[N:8]([CH2:9][C:10]2[CH:15]=[CH:14][CH:13]=[CH:12][CH:11]=2)[CH2:7][CH2:6][N:5]([C:16]([O:18][C:19]([CH3:22])([CH3:21])[CH3:20])=[O:17])[CH2:4]1)(=[O:30])[C:24]1[CH:29]=[CH:28][CH:27]=[CH:26][CH:25]=1.